This data is from Full USPTO retrosynthesis dataset with 1.9M reactions from patents (1976-2016). The task is: Predict the reactants needed to synthesize the given product. (1) Given the product [CH3:1][O:2][C:3]1[CH:4]=[CH:5][C:6]([CH2:7][N:8]([CH2:43][C:44]2[CH:45]=[CH:46][C:47]([O:50][CH3:51])=[CH:48][CH:49]=2)[C:9]2[CH:14]=[C:13](/[C:15](=[CH:21]/[C:22]3[N:23]=[CH:24][N:25]4[C:34]5[C:29](=[CH:30][CH:31]=[CH:32][CH:33]=5)[CH2:28][CH2:27][C:26]=34)/[C:16]([O:18][CH2:19][CH3:20])=[O:17])[CH:12]=[CH:11][N:10]=2)=[CH:52][CH:53]=1, predict the reactants needed to synthesize it. The reactants are: [CH3:1][O:2][C:3]1[CH:53]=[CH:52][C:6]([CH2:7][N:8]([CH2:43][C:44]2[CH:49]=[CH:48][C:47]([O:50][CH3:51])=[CH:46][CH:45]=2)[C:9]2[CH:14]=[C:13]([CH:15]([CH:21](O[Si](C(C)(C)C)(C)C)[C:22]3[N:23]=[CH:24][N:25]4[C:34]5[C:29](=[CH:30][CH:31]=[CH:32][CH:33]=5)[CH2:28][CH2:27][C:26]=34)[C:16]([O:18][CH2:19][CH3:20])=[O:17])[CH:12]=[CH:11][N:10]=2)=[CH:5][CH:4]=1.C1(C2CCCCCCCCCC=2)CCCCCCCCNN=1. (2) The reactants are: [Br:1][C:2]1[CH:3]=[C:4]2[C:9](=[CH:10][CH:11]=1)[N:8]=[CH:7][C:6]([C:12]#[N:13])=[C:5]2Cl.Cl.Cl.[CH3:17][N:18]([CH3:26])[C@H:19]1[CH2:24][CH2:23][C@H:22]([NH2:25])[CH2:21][CH2:20]1. Given the product [Br:1][C:2]1[CH:3]=[C:4]2[C:9](=[CH:10][CH:11]=1)[N:8]=[CH:7][C:6]([C:12]#[N:13])=[C:5]2[NH:25][C@H:22]1[CH2:23][CH2:24][C@H:19]([N:18]([CH3:26])[CH3:17])[CH2:20][CH2:21]1, predict the reactants needed to synthesize it. (3) Given the product [CH3:1][O:2][C:3]1[CH:4]=[C:5]([CH:23]=[CH:24][C:25]=1[O:26][CH3:27])[CH2:6][CH:7]1[C:16]2[C:11](=[CH:12][C:13]([O:21][CH3:22])=[C:14]([O:19][CH3:20])[C:15]=2[O:17][CH3:18])[CH2:10][CH2:9][N:8]1[CH2:29][C:30]([NH:43][CH:33]1[C:42]2[C:37](=[CH:38][CH:39]=[CH:40][CH:41]=2)[CH2:36][CH2:35][CH2:34]1)=[O:31], predict the reactants needed to synthesize it. The reactants are: [CH3:1][O:2][C:3]1[CH:4]=[C:5]([CH:23]=[CH:24][C:25]=1[O:26][CH3:27])[CH2:6][CH:7]1[C:16]2[C:11](=[CH:12][C:13]([O:21][CH3:22])=[C:14]([O:19][CH3:20])[C:15]=2[O:17][CH3:18])[CH2:10][CH2:9][NH:8]1.Br[CH2:29][C:30](Br)=[O:31].[CH:33]1([NH2:43])[C:42]2[C:37](=[CH:38][CH:39]=[CH:40][CH:41]=2)[CH2:36][CH2:35][CH2:34]1. (4) The reactants are: [OH:1][CH2:2][CH2:3][C:4]1[CH:9]=[CH:8][N:7]=[CH:6][CH:5]=1. Given the product [NH:7]1[CH2:8][CH2:9][CH:4]([CH2:3][CH2:2][OH:1])[CH2:5][CH2:6]1, predict the reactants needed to synthesize it.